Dataset: Reaction yield outcomes from USPTO patents with 853,638 reactions. Task: Predict the reaction yield, written as a fraction of the theoretical maximum amount of product (1.0 means a 100% yield; for example, 0.34 means a 34% yield). The reactants are [CH2:1]([O:8][CH2:9][C@H:10]([CH:13]([CH3:15])[CH3:14])[CH2:11]O)[C:2]1[CH:7]=[CH:6][CH:5]=[CH:4][CH:3]=1.C1C=CC(P(C2C=CC=CC=2)C2C=CC=CC=2)=CC=1.C1C(=O)N([Br:42])C(=O)C1. The catalyst is C(Cl)Cl. The product is [Br:42][CH2:11][C@@H:10]([CH:13]([CH3:15])[CH3:14])[CH2:9][O:8][CH2:1][C:2]1[CH:7]=[CH:6][CH:5]=[CH:4][CH:3]=1. The yield is 0.610.